This data is from Catalyst prediction with 721,799 reactions and 888 catalyst types from USPTO. The task is: Predict which catalyst facilitates the given reaction. (1) Reactant: [OH:1][C:2]1[C:7]([O:8][CH3:9])=[C:6]([O:10][CH3:11])[N:5]([CH2:12][C:13]2[CH:18]=[CH:17][C:16]([O:19][CH3:20])=[CH:15][CH:14]=2)[C:4](=[O:21])[C:3]=1[C:22]([O:24]C)=O.[CH3:26][CH:27]([CH2:30][CH3:31])[CH2:28][NH2:29].N1C=CC=CC1=O. Product: [OH:1][C:2]1[C:7]([O:8][CH3:9])=[C:6]([O:10][CH3:11])[N:5]([CH2:12][C:13]2[CH:14]=[CH:15][C:16]([O:19][CH3:20])=[CH:17][CH:18]=2)[C:4](=[O:21])[C:3]=1[C:22]([NH:29][CH2:28][CH:27]([CH3:26])[CH2:30][CH3:31])=[O:24]. The catalyst class is: 11. (2) Reactant: C12(CS(O)(=O)=O)C(C)(C)C(CC1)CC2=O.[CH2:16]([N:18]1[C:24]2[CH:25]=[CH:26][C:27]([NH2:29])=[CH:28][C:23]=2[O:22][CH2:21][CH2:20][CH2:19]1)[CH3:17].Cl[C:31]1[N:36]=[C:35]([NH:37][C@@H:38]2[CH2:43][CH2:42][CH2:41][CH2:40][C@H:39]2[NH:44][S:45]([CH3:48])(=[O:47])=[O:46])[C:34]([Cl:49])=[CH:33][N:32]=1.C(=O)([O-])[O-]. Product: [Cl:49][C:34]1[C:35]([NH:37][C@@H:38]2[CH2:43][CH2:42][CH2:41][CH2:40][C@H:39]2[NH:44][S:45]([CH3:48])(=[O:47])=[O:46])=[N:36][C:31]([NH:29][C:27]2[CH:26]=[CH:25][C:24]3[N:18]([CH2:16][CH3:17])[CH2:19][CH2:20][CH2:21][O:22][C:23]=3[CH:28]=2)=[N:32][CH:33]=1. The catalyst class is: 32.